Dataset: Reaction yield outcomes from USPTO patents with 853,638 reactions. Task: Predict the reaction yield, written as a fraction of the theoretical maximum amount of product (1.0 means a 100% yield; for example, 0.34 means a 34% yield). (1) The reactants are [Br:1][C:2]1[CH:7]=[C:6]([N+:8]([O-:10])=[O:9])[CH:5]=[CH:4][C:3]=1[OH:11].C1(P(C2C=CC=CC=2)C2C=CC=CC=2)C=CC=CC=1.[F:31][C:32]1[CH:33]=[C:34]([CH:37]=[CH:38][CH:39]=1)[CH2:35]O.CC(OC(/N=N/C(OC(C)C)=O)=O)C. The yield is 0.680. The product is [Br:1][C:2]1[CH:7]=[C:6]([N+:8]([O-:10])=[O:9])[CH:5]=[CH:4][C:3]=1[O:11][CH2:35][C:34]1[CH:37]=[CH:38][CH:39]=[C:32]([F:31])[CH:33]=1. The catalyst is C1COCC1.O.CCOC(C)=O. (2) The reactants are [CH3:1][O:2][C:3]1[CH:10]=[C:9]([O:11][CH3:12])[CH:8]=[CH:7][C:4]=1[CH2:5][NH2:6].[Br:13][C:14]1[C:18]2[C:19](Cl)=[N:20][CH:21]=[CH:22][C:17]=2[N:16]([C@@H:24]2[CH2:29][CH2:28][CH2:27][N:26]([C:30]([O:32][C:33]([CH3:36])([CH3:35])[CH3:34])=[O:31])[CH2:25]2)[N:15]=1.CCN(C(C)C)C(C)C. The catalyst is C(#N)C. The product is [Br:13][C:14]1[C:18]2[C:19]([NH:6][CH2:5][C:4]3[CH:7]=[CH:8][C:9]([O:11][CH3:12])=[CH:10][C:3]=3[O:2][CH3:1])=[N:20][CH:21]=[CH:22][C:17]=2[N:16]([C@@H:24]2[CH2:29][CH2:28][CH2:27][N:26]([C:30]([O:32][C:33]([CH3:36])([CH3:35])[CH3:34])=[O:31])[CH2:25]2)[N:15]=1. The yield is 0.417. (3) The reactants are [C:1]([O:4][CH2:5][C:6]1[C:7]([N:21]2[N:30]=[CH:29][C:28]3[C:23](=[C:24]([F:35])[CH:25]=[C:26]([C:31]([CH3:34])([CH3:33])[CH3:32])[CH:27]=3)[C:22]2=[O:36])=[N:8][CH:9]=[CH:10][C:11]=1B1OC(C)(C)C(C)(C)O1)(=[O:3])[CH3:2].Br[C:38]1[CH:39]=[C:40]([NH:46][C:47]2[CH:57]=[C:50]3[CH2:51][N:52]([CH3:56])[C:53](=[O:55])[CH2:54][N:49]3[N:48]=2)[C:41](=[O:45])[N:42]([CH3:44])[CH:43]=1.[O-]P([O-])([O-])=O.[K+].[K+].[K+].C([O-])(=O)C.[Na+]. The catalyst is C1C=CC(P(C2C=CC=CC=2)[C-]2C=CC=C2)=CC=1.C1C=CC(P(C2C=CC=CC=2)[C-]2C=CC=C2)=CC=1.Cl[Pd]Cl.[Fe+2].C(#N)C.O. The product is [C:1]([O:4][CH2:5][C:6]1[C:7]([N:21]2[N:30]=[CH:29][C:28]3[C:23](=[C:24]([F:35])[CH:25]=[C:26]([C:31]([CH3:33])([CH3:34])[CH3:32])[CH:27]=3)[C:22]2=[O:36])=[N:8][CH:9]=[CH:10][C:11]=1[C:38]1[CH:39]=[C:40]([NH:46][C:47]2[CH:57]=[C:50]3[CH2:51][N:52]([CH3:56])[C:53](=[O:55])[CH2:54][N:49]3[N:48]=2)[C:41](=[O:45])[N:42]([CH3:44])[CH:43]=1)(=[O:3])[CH3:2]. The yield is 0.450. (4) The reactants are [F:1][C@H:2]1[CH2:6][NH:5][C@H:4]([C:7]([NH:9][CH2:10][C:11]2[CH:16]=[C:15]([C:17]3[CH:18]=[N:19][C:20]([C:23]([F:26])([F:25])[F:24])=[N:21][CH:22]=3)[N:14]=[CH:13][N:12]=2)=[O:8])[CH2:3]1.C(N(CC)CC)C.[F:34][C:35]1[CH:40]=[CH:39][C:38]([S:41](Cl)(=[O:43])=[O:42])=[CH:37][CH:36]=1. The catalyst is ClCCl. The product is [F:1][C@H:2]1[CH2:6][N:5]([S:41]([C:38]2[CH:39]=[CH:40][C:35]([F:34])=[CH:36][CH:37]=2)(=[O:43])=[O:42])[C@H:4]([C:7]([NH:9][CH2:10][C:11]2[CH:16]=[C:15]([C:17]3[CH:22]=[N:21][C:20]([C:23]([F:26])([F:25])[F:24])=[N:19][CH:18]=3)[N:14]=[CH:13][N:12]=2)=[O:8])[CH2:3]1. The yield is 0.420. (5) The reactants are [C:1]1([NH:7][N:8]=[CH:9][C:10](=[O:12])[CH3:11])[CH:6]=[CH:5][CH:4]=[CH:3][CH:2]=1.[CH:13]([CH:15]=O)=[O:14]. The catalyst is C(O)(=O)C. The product is [OH:12][C:10]1[C:9]([C:13](=[O:14])[CH3:15])=[N:8][N:7]([C:1]2[CH:6]=[CH:5][CH:4]=[CH:3][CH:2]=2)[CH:11]=1. The yield is 0.430. (6) The reactants are [NH2:1][C@@H:2]1[CH2:7][CH2:6][CH2:5][N:4]([C:8]([O:10][C:11]([CH3:14])([CH3:13])[CH3:12])=[O:9])[CH2:3]1.[OH:15][C:16]1[CH:21]=[CH:20][N:19]=[C:18]([C:22]2[CH:23]=[N:24][N:25]3[CH:30]=[CH:29][C:28]([C:31]#[N:32])=[CH:27][C:26]=23)[N:17]=1.F[P-](F)(F)(F)(F)F.[N:40]1(O[P+](N(C)C)(N(C)C)N(C)C)[C:44]2[CH:45]=[CH:46][CH:47]=[CH:48][C:43]=2[N:42]=[N:41]1.N12CCCN=C1CCCCC2. The catalyst is CN(C=O)C. The product is [C:31]([C:28]1[CH:29]=[CH:30][N:25]2[N:24]=[CH:23][C:22]([C:18]3[N:17]=[C:16]([NH:1][C@@H:2]4[CH2:7][CH2:6][CH2:5][N:4]([C:8]([O:10][C:11]([CH3:14])([CH3:13])[CH3:12])=[O:9])[CH2:3]4)[CH:21]=[CH:20][N:19]=3)=[C:26]2[CH:27]=1)#[N:32].[N:40]1([O:15][C:16]2[CH:21]=[CH:20][N:19]=[C:18]([C:22]3[CH:23]=[N:24][N:25]4[CH:30]=[CH:29][C:28]([C:31]#[N:32])=[CH:27][C:26]=34)[N:17]=2)[C:44]2[CH:45]=[CH:46][CH:47]=[CH:48][C:43]=2[N:42]=[N:41]1. The yield is 0.660. (7) The reactants are [CH3:1][O:2][C:3]([NH:5][C@H:6]([C:10]([N:12]1[CH2:16][C@@H:15]([CH2:17][O:18][CH3:19])[CH2:14][C@H:13]1[C:20]1[NH:24][C:23]2[C:25]3[C:30]([CH:31]=[CH:32][C:22]=2[N:21]=1)=[CH:29][C:28]1[C:33]2[C:38]([CH2:39][O:40][C:27]=1[CH:26]=3)=[CH:37][C:36]([C:41]1[NH:45][C:44]([C@@H:46]3[CH2:50][C@H:49]([CH3:51])[CH2:48][N:47]3C(OC(C)(C)C)=O)=[N:43][CH:42]=1)=[CH:35][CH:34]=2)=[O:11])[CH:7](C)[CH3:8])=[O:4].Cl.[CH3:60][O:61][C@H:62]([CH3:72])[C@H:63]([NH:67][C:68]([O:70][CH3:71])=[O:69])[C:64](O)=[O:65].CN([C:76]([O:80]N1N=NC2C=CC=NC1=2)=[N+](C)C)C.F[P-](F)(F)(F)(F)F.CCN(C(C)C)C(C)C. The catalyst is C(Cl)Cl.CO.CCOC(C)=O.CN(C=O)C.CO. The product is [CH3:76][O:80][C@H:7]([CH3:8])[C@H:6]([NH:5][C:3](=[O:4])[O:2][CH3:1])[C:10]([N:12]1[CH2:16][C@@H:15]([CH2:17][O:18][CH3:19])[CH2:14][C@H:13]1[C:20]1[NH:24][C:23]2[C:25]3[C:30]([CH:31]=[CH:32][C:22]=2[N:21]=1)=[CH:29][C:28]1[C:33]2[C:38]([CH2:39][O:40][C:27]=1[CH:26]=3)=[CH:37][C:36]([C:41]1[NH:45][C:44]([C@@H:46]3[CH2:50][C@H:49]([CH3:51])[CH2:48][N:47]3[C:64](=[O:65])[C@H:63]([C@@H:62]([CH3:72])[O:61][CH3:60])[NH:67][C:68]([O:70][CH3:71])=[O:69])=[N:43][CH:42]=1)=[CH:35][CH:34]=2)=[O:11]. The yield is 0.340.